This data is from Forward reaction prediction with 1.9M reactions from USPTO patents (1976-2016). The task is: Predict the product of the given reaction. Given the reactants [CH3:1][NH:2][CH3:3].C1COCC1.[CH3:9][CH:10]([CH3:39])[C@@H:11]([NH:20][C:21]1[CH:22]=[C:23]([C:27]2[C:35]3[C:30](=[N:31][CH:32]=[C:33]([C:36](O)=[O:37])[CH:34]=3)[NH:29][CH:28]=2)[CH:24]=[N:25][CH:26]=1)[C:12](=[O:19])[NH:13][CH2:14][C:15]([F:18])([F:17])[F:16].CCN(C(C)C)C(C)C.C(P1(=O)OP(=O)(CCC)OP(=O)(CCC)O1)CC.C1CN([P+](ON2N=NC3C=CC=CC2=3)(N2CCCC2)N2CCCC2)CC1.F[P-](F)(F)(F)(F)F, predict the reaction product. The product is: [CH3:1][N:2]([CH3:3])[C:36]([C:33]1[CH:34]=[C:35]2[C:27]([C:23]3[CH:24]=[N:25][CH:26]=[C:21]([NH:20][C@H:11]([CH:10]([CH3:39])[CH3:9])[C:12](=[O:19])[NH:13][CH2:14][C:15]([F:18])([F:16])[F:17])[CH:22]=3)=[CH:28][NH:29][C:30]2=[N:31][CH:32]=1)=[O:37].